Predict the reactants needed to synthesize the given product. From a dataset of Full USPTO retrosynthesis dataset with 1.9M reactions from patents (1976-2016). Given the product [C:1]([C:5]1[CH:6]=[C:7]([NH:18][C:19](=[O:49])[NH:20][CH2:21][C:22]2[CH:48]=[CH:47][CH:46]=[CH:45][C:23]=2[CH2:24][O:25][C:26]2[CH:31]=[C:30]([CH3:32])[N:29]([C:33]3[CH:34]=[C:35]([CH:39]=[CH:40][C:41]=3[CH3:42])[C:36]([NH:50][CH2:51][C:52](=[O:53])[NH2:54])=[O:38])[C:28](=[O:43])[C:27]=2[Cl:44])[N:8]([C:10]2[CH:15]=[CH:14][C:13]([OH:16])=[C:12]([Cl:17])[CH:11]=2)[N:9]=1)([CH3:2])([CH3:4])[CH3:3], predict the reactants needed to synthesize it. The reactants are: [C:1]([C:5]1[CH:6]=[C:7]([NH:18][C:19](=[O:49])[NH:20][CH2:21][C:22]2[CH:48]=[CH:47][CH:46]=[CH:45][C:23]=2[CH2:24][O:25][C:26]2[CH:31]=[C:30]([CH3:32])[N:29]([C:33]3[CH:34]=[C:35]([CH:39]=[CH:40][C:41]=3[CH3:42])[C:36]([OH:38])=O)[C:28](=[O:43])[C:27]=2[Cl:44])[N:8]([C:10]2[CH:15]=[CH:14][C:13]([OH:16])=[C:12]([Cl:17])[CH:11]=2)[N:9]=1)([CH3:4])([CH3:3])[CH3:2].[NH2:50][CH2:51][C:52]([NH2:54])=[O:53].[H-].[Na+].C1N=CN(C(N2C=NC=C2)=O)C=1.